This data is from Forward reaction prediction with 1.9M reactions from USPTO patents (1976-2016). The task is: Predict the product of the given reaction. (1) Given the reactants [C:1]([O:5][C:6]([NH:8][C:9]1[S:10][CH:11]=[C:12]([C:14]([OH:16])=O)[N:13]=1)=[O:7])([CH3:4])([CH3:3])[CH3:2].S(Cl)(Cl)=O.[CH3:21][NH:22][CH3:23].O1CCCC1, predict the reaction product. The product is: [C:1]([O:5][C:6](=[O:7])[NH:8][C:9]1[S:10][CH:11]=[C:12]([C:14](=[O:16])[N:22]([CH3:23])[CH3:21])[N:13]=1)([CH3:2])([CH3:3])[CH3:4]. (2) The product is: [Si:24]([O:23][C@H:20]1[CH2:21][CH2:22][C@H:17]([N:4]2[C:5]3[N:6]=[C:7]([NH:11][CH:12]([CH2:14][CH2:15][CH3:16])[CH3:13])[N:8]=[CH:9][C:10]=3[C:2]([C:42]3[CH:41]=[CH:40][C:39]([CH2:38][N:35]4[CH2:36][CH2:37][N:32]([CH3:31])[CH2:33][CH2:34]4)=[CH:44][CH:43]=3)=[CH:3]2)[CH2:18][CH2:19]1)([C:27]([CH3:30])([CH3:29])[CH3:28])([CH3:26])[CH3:25]. Given the reactants Br[C:2]1[C:10]2[CH:9]=[N:8][C:7]([NH:11][CH:12]([CH2:14][CH2:15][CH3:16])[CH3:13])=[N:6][C:5]=2[N:4]([C@H:17]2[CH2:22][CH2:21][C@H:20]([O:23][Si:24]([C:27]([CH3:30])([CH3:29])[CH3:28])([CH3:26])[CH3:25])[CH2:19][CH2:18]2)[CH:3]=1.[CH3:31][N:32]1[CH2:37][CH2:36][N:35]([CH2:38][C:39]2[CH:44]=[CH:43][C:42](B3OC(C)(C)C(C)(C)O3)=[CH:41][CH:40]=2)[CH2:34][CH2:33]1.C([O-])([O-])=O.[K+].[K+], predict the reaction product. (3) The product is: [O:19]1[CH2:20][CH2:21][CH:16]([CH2:15][NH:14][C:10]2[N:9]=[C:8]([C:6]3[CH:5]=[CH:4][N:3]=[C:2]([NH2:23])[CH:7]=3)[CH:13]=[CH:12][CH:11]=2)[CH2:17][CH2:18]1. Given the reactants F[C:2]1[CH:7]=[C:6]([C:8]2[CH:13]=[CH:12][CH:11]=[C:10]([NH:14][CH2:15][CH:16]3[CH2:21][CH2:20][O:19][CH2:18][CH2:17]3)[N:9]=2)[CH:5]=[CH:4][N:3]=1.[OH-].[NH4+:23], predict the reaction product. (4) Given the reactants CN(C(ON1N=NC2C=CC=CC1=2)=[N+](C)C)C.[B-](F)(F)(F)F.CN1CCOCC1.[CH3:30][C:31]([NH2:37])([CH2:34][CH2:35][CH3:36])[CH2:32][NH2:33].[Cl:38][C:39]1[CH:40]=[C:41]([O:52][CH2:53][C:54]2[C:59]([F:60])=[CH:58][CH:57]=[CH:56][C:55]=2[F:61])[C:42]2[N:43]([C:45]([C:49](O)=[O:50])=[C:46]([CH3:48])[N:47]=2)[CH:44]=1, predict the reaction product. The product is: [NH2:37][C:31]([CH3:30])([CH2:34][CH2:35][CH3:36])[CH2:32][NH:33][C:49]([C:45]1[N:43]2[CH:44]=[C:39]([Cl:38])[CH:40]=[C:41]([O:52][CH2:53][C:54]3[C:55]([F:61])=[CH:56][CH:57]=[CH:58][C:59]=3[F:60])[C:42]2=[N:47][C:46]=1[CH3:48])=[O:50]. (5) Given the reactants [C:1]([C:4]1[C:12]2[C:7](=[CH:8][C:9]([O:13][C:14]3[N:19]=[CH:18][CH:17]=[CH:16][N:15]=3)=[CH:10][CH:11]=2)[N:6]([CH2:20][C:21](O)=[O:22])[CH:5]=1)(=[O:3])[CH3:2].Cl.[Cl:25][C:26]1[C:27]([F:42])=[C:28]([CH:39]=[CH:40][CH:41]=1)[CH2:29][NH:30][C:31]([C@@H:33]1[CH2:37][C@@H:36]([F:38])[CH2:35][NH:34]1)=[O:32].CN(C(ON1N=NC2C=CC=NC1=2)=[N+](C)C)C.F[P-](F)(F)(F)(F)F.CCN(C(C)C)C(C)C, predict the reaction product. The product is: [C:1]([C:4]1[C:12]2[C:7](=[CH:8][C:9]([O:13][C:14]3[N:15]=[CH:16][CH:17]=[CH:18][N:19]=3)=[CH:10][CH:11]=2)[N:6]([CH2:20][C:21]([N:34]2[CH2:35][C@H:36]([F:38])[CH2:37][C@H:33]2[C:31]([NH:30][CH2:29][C:28]2[CH:39]=[CH:40][CH:41]=[C:26]([Cl:25])[C:27]=2[F:42])=[O:32])=[O:22])[CH:5]=1)(=[O:3])[CH3:2]. (6) Given the reactants C([O:8][C:9]1[CH:14]=[CH:13][C:12]([C:15]2[N:20]=[CH:19][C:18]([O:21][CH2:22][CH2:23][CH2:24][CH2:25][Si:26]([CH3:34])([CH3:33])[CH2:27][CH2:28][C:29]([F:32])([F:31])[F:30])=[CH:17][N:16]=2)=[CH:11][CH:10]=1)C1C=CC=CC=1, predict the reaction product. The product is: [CH3:34][Si:26]([CH3:33])([CH2:27][CH2:28][C:29]([F:32])([F:30])[F:31])[CH2:25][CH2:24][CH2:23][CH2:22][O:21][C:18]1[CH:19]=[N:20][C:15]([C:12]2[CH:13]=[CH:14][C:9]([OH:8])=[CH:10][CH:11]=2)=[N:16][CH:17]=1.